This data is from Forward reaction prediction with 1.9M reactions from USPTO patents (1976-2016). The task is: Predict the product of the given reaction. (1) Given the reactants P([O-])(OC1C=CC=CC=1)OC1C=CC=CC=1.[NH2:17][C:18]1[CH:26]=[CH:25][CH:24]=[C:23]([Cl:27])[C:19]=1[C:20]([OH:22])=O.[C:28]([O:32][C:33]([NH:35][C@@H:36]([CH2:40][CH3:41])[C:37](O)=O)=[O:34])([CH3:31])([CH3:30])[CH3:29].[NH2:42][C:43]1[CH:47]=[CH:46][NH:45][N:44]=1, predict the reaction product. The product is: [Cl:27][C:23]1[CH:24]=[CH:25][CH:26]=[C:18]2[C:19]=1[C:20](=[O:22])[N:42]([C:43]1[CH:47]=[CH:46][NH:45][N:44]=1)[C:37]([C@@H:36]([NH:35][C:33](=[O:34])[O:32][C:28]([CH3:31])([CH3:30])[CH3:29])[CH2:40][CH3:41])=[N:17]2. (2) Given the reactants [CH2:1]([O:3][C:4]([C:6]1[NH:7][C:8]2[C:16]([CH:17]=1)=[CH:15][CH:14]=[C:13]1[C:9]=2[CH2:10][CH2:11][CH2:12]1)=[O:5])[CH3:2].[C:18]([O:22][C:23]([N:25]1[CH2:29][C@H:28]([CH3:30])OS1(=O)=O)=[O:24])([CH3:21])([CH3:20])[CH3:19], predict the reaction product. The product is: [CH2:1]([O:3][C:4]([C:6]1[N:7]([C@H:28]([CH3:30])[CH2:29][NH:25][C:23]([O:22][C:18]([CH3:21])([CH3:20])[CH3:19])=[O:24])[C:8]2[C:16]([CH:17]=1)=[CH:15][CH:14]=[C:13]1[C:9]=2[CH2:10][CH2:11][CH2:12]1)=[O:5])[CH3:2]. (3) Given the reactants [BrH:1].C(O)(=O)C.[CH2:6]([S:8][C:9]1[C:18]([O:19]C)=[CH:17][CH:16]=[CH:15][C:10]=1[CH2:11][N:12]([CH3:14])[CH3:13])[CH3:7], predict the reaction product. The product is: [BrH:1].[CH3:14][N:12]([CH2:11][C:10]1[C:9]([S:8][CH2:6][CH3:7])=[C:18]([OH:19])[CH:17]=[CH:16][CH:15]=1)[CH3:13]. (4) Given the reactants ClC1C=C(C=CC=1)C(OO)=[O:6].[Cl:12][C:13]1[CH:14]=[N:15][CH:16]=[C:17]([Cl:27])[C:18]=1[CH2:19][O:20][CH:21]1[CH2:26][CH2:25][CH2:24][CH2:23][O:22]1, predict the reaction product. The product is: [Cl:12][C:13]1[CH:14]=[N+:15]([O-:6])[CH:16]=[C:17]([Cl:27])[C:18]=1[CH2:19][O:20][CH:21]1[CH2:26][CH2:25][CH2:24][CH2:23][O:22]1. (5) Given the reactants C[O:2][C:3]1[CH:4]=[CH:5][C:6]2[S:10][C:9]([C:11]([O:13][CH2:14][CH3:15])=[O:12])=[CH:8][C:7]=2[CH:16]=1.C(Cl)Cl.B(Br)(Br)Br, predict the reaction product. The product is: [OH:2][C:3]1[CH:4]=[CH:5][C:6]2[S:10][C:9]([C:11]([O:13][CH2:14][CH3:15])=[O:12])=[CH:8][C:7]=2[CH:16]=1. (6) The product is: [Cl:1][C:2]1[CH:3]=[CH:4][C:5]([CH2:6][N:7]2[C:15]3[C:14](=[O:16])[N:13]([CH2:33][CH3:34])[C:12](=[O:17])[N:11]([CH3:18])[C:10]=3[N:9]=[C:8]2[O:19][C:20]2[CH:25]=[CH:24][CH:23]=[C:22]([C:26]([F:29])([F:27])[F:28])[CH:21]=2)=[CH:30][CH:31]=1. Given the reactants [Cl:1][C:2]1[CH:31]=[CH:30][C:5]([CH2:6][N:7]2[C:15]3[C:14](=[O:16])[NH:13][C:12](=[O:17])[N:11]([CH3:18])[C:10]=3[N:9]=[C:8]2[O:19][C:20]2[CH:25]=[CH:24][CH:23]=[C:22]([C:26]([F:29])([F:28])[F:27])[CH:21]=2)=[CH:4][CH:3]=1.I[CH2:33][CH3:34].C(=O)([O-])[O-].[K+].[K+], predict the reaction product. (7) Given the reactants [NH2:1][C:2]1[C:7]([C:8]([O:10][CH2:11][CH3:12])=[O:9])=[CH:6][N:5]=[C:4](S)[N:3]=1.[CH3:14][N:15]1[CH2:20][CH2:19][NH:18][CH2:17][CH2:16]1, predict the reaction product. The product is: [CH2:11]([O:10][C:8]([C:7]1[C:2]([NH2:1])=[N:3][C:4]([N:18]2[CH2:19][CH2:20][N:15]([CH3:14])[CH2:16][CH2:17]2)=[N:5][CH:6]=1)=[O:9])[CH3:12].